Dataset: Full USPTO retrosynthesis dataset with 1.9M reactions from patents (1976-2016). Task: Predict the reactants needed to synthesize the given product. The reactants are: [CH3:1][CH2:2][C@H:3]1[O:18][C:16](=[O:17])[C@H:15]([CH3:19])[C@@H:14]([O:20][C@@H:21]2[O:26][C@@H:25]([CH3:27])[C@H:24]([OH:28])[C@@:23]([O:30][CH3:31])([CH3:29])[CH2:22]2)[C@H:13]([CH3:32])[C@@H:12]([O:33][C@@H:34]2[O:39][C@H:38]([CH3:40])[CH2:37][C@H:36]([N:41]([CH3:43])[CH3:42])[C@H:35]2[OH:44])[C@@:11]([OH:46])([CH3:45])[CH2:10][C@@H:9]([CH3:47])[CH2:8][N:7]([CH3:48])[C@H:6]([CH3:49])[C@@H:5]([OH:50])[C@@:4]1([OH:52])[CH3:51].[CH2:53]([OH:55])[CH3:54]. Given the product [CH3:1][CH2:2][C@H:3]1[O:18][C:16](=[O:17])[C@H:15]([CH3:19])[C@@H:14]([O:20][C@@H:21]2[O:26][C@@H:25]([CH3:27])[C@H:24]([OH:28])[C@@:23]([O:30][CH3:31])([CH3:29])[CH2:22]2)[C@H:13]([CH3:32])[C@@H:12]([O:33][C@@H:34]2[O:39][C@H:38]([CH3:40])[CH2:37][C@H:36]([N:41]([CH3:43])[CH3:42])[C@H:35]2[OH:44])[C@@:11]([OH:46])([CH3:45])[CH2:10][C@@H:9]([CH3:47])[CH2:8][N:7]([CH3:48])[C@H:6]([CH3:49])[C@@H:5]([OH:50])[C@@:4]1([OH:52])[CH3:51].[CH2:53]([O-:55])[CH3:54], predict the reactants needed to synthesize it.